From a dataset of TCR-epitope binding with 47,182 pairs between 192 epitopes and 23,139 TCRs. Binary Classification. Given a T-cell receptor sequence (or CDR3 region) and an epitope sequence, predict whether binding occurs between them. The epitope is HTTDPSFLGRY. The TCR CDR3 sequence is CASSSRTSGAGELFF. Result: 0 (the TCR does not bind to the epitope).